This data is from Full USPTO retrosynthesis dataset with 1.9M reactions from patents (1976-2016). The task is: Predict the reactants needed to synthesize the given product. (1) Given the product [Br:1][C:2]1[CH:7]=[CH:6][CH:5]=[C:4]([O:8][CH2:12][CH2:11][O:10][CH3:9])[CH:3]=1, predict the reactants needed to synthesize it. The reactants are: [Br:1][C:2]1[CH:3]=[C:4]([OH:8])[CH:5]=[CH:6][CH:7]=1.[CH3:9][O:10][CH2:11][CH2:12]Br.C([O-])([O-])=O.[K+].[K+]. (2) Given the product [F:20][C:15]1[CH:16]=[CH:17][CH:18]=[CH:19][C:14]=1[C:11]1[CH:12]=[CH:13][C:8]2[N:7]=[C:24]([C:26]3[N:27]=[C:28]([N:31]4[CH:35]=[C:34]([CH3:36])[N:33]=[CH:32]4)[S:29][CH:30]=3)[CH2:23][C:22](=[O:37])[NH:21][C:9]=2[CH:10]=1, predict the reactants needed to synthesize it. The reactants are: C(OC(=O)[NH:7][C:8]1[CH:13]=[CH:12][C:11]([C:14]2[CH:19]=[CH:18][CH:17]=[CH:16][C:15]=2[F:20])=[CH:10][C:9]=1[NH:21][C:22](=[O:37])[CH2:23][C:24]([C:26]1[N:27]=[C:28]([N:31]2[CH:35]=[C:34]([CH3:36])[N:33]=[CH:32]2)[S:29][CH:30]=1)=O)(C)(C)C.C(O)(C(F)(F)F)=O. (3) Given the product [C:43]1([C@H:49]([O:51][C:24](=[O:33])[NH:21][C:12]2[N:8]([C:5]3[CH:6]=[CH:7][C:2]([Br:1])=[CH:3][C:4]=3[O:17][CH3:18])[N:9]=[N:10][C:11]=2[CH3:16])[CH3:50])[CH:48]=[CH:47][CH:46]=[CH:45][CH:44]=1, predict the reactants needed to synthesize it. The reactants are: [Br:1][C:2]1[CH:7]=[CH:6][C:5]([N:8]2[C:12](C(O)=O)=[C:11]([CH3:16])[N:10]=[N:9]2)=[C:4]([O:17][CH3:18])[CH:3]=1.C([N:21]([CH2:24]C)CC)C.C1(P(N=[N+]=[N-])(C2C=CC=CC=2)=[O:33])C=CC=CC=1.[C:43]1([C@H:49]([OH:51])[CH3:50])[CH:48]=[CH:47][CH:46]=[CH:45][CH:44]=1. (4) Given the product [Br:10][C:11]1[CH:12]=[C:13]([C:17]([NH:24][C:27](=[O:28])[CH2:26][Cl:25])([C:19]2[CH:23]=[CH:22][NH:21][N:20]=2)[CH3:18])[CH:14]=[CH:15][CH:16]=1, predict the reactants needed to synthesize it. The reactants are: CCN(C(C)C)C(C)C.[Br:10][C:11]1[CH:12]=[C:13]([C:17]([NH2:24])([C:19]2[CH:23]=[CH:22][NH:21][N:20]=2)[CH3:18])[CH:14]=[CH:15][CH:16]=1.[Cl:25][CH2:26][C:27](Cl)=[O:28]. (5) Given the product [OH:1][C:2]1[CH:11]=[C:10]([O:12][CH2:13][CH2:14][CH2:15][C:16]([OH:18])=[O:17])[CH:9]=[C:8]2[C:3]=1[C:4](=[O:29])[CH2:5][CH:6]([C:20]1[CH:25]=[CH:24][C:23]([O:26][CH3:27])=[C:22]([OH:28])[CH:21]=1)[O:7]2, predict the reactants needed to synthesize it. The reactants are: [OH:1][C:2]1[CH:11]=[C:10]([O:12][CH2:13][CH2:14][CH2:15][C:16]([O:18]C)=[O:17])[CH:9]=[C:8]2[C:3]=1[C:4](=[O:29])[CH2:5][CH:6]([C:20]1[CH:25]=[CH:24][C:23]([O:26][CH3:27])=[C:22]([OH:28])[CH:21]=1)[O:7]2.[OH-].[Na+].C(O)(=O)CC(CC(O)=O)(C(O)=O)O. (6) The reactants are: [CH3:1][C@H:2]1[CH2:7][O:6][CH2:5][CH2:4][N:3]1[C:8]1[CH:13]=[C:12]([CH2:14][S:15]([CH3:18])(=[O:17])=[O:16])[N:11]=[C:10]([C:19]2[CH:20]=[C:21]3[C:25](=[CH:26][CH:27]=2)[NH:24][C:23]([C:28]([O:30]CC)=[O:29])=[CH:22]3)[N:9]=1. Given the product [CH3:1][C@H:2]1[CH2:7][O:6][CH2:5][CH2:4][N:3]1[C:8]1[CH:13]=[C:12]([CH2:14][S:15]([CH3:18])(=[O:17])=[O:16])[N:11]=[C:10]([C:19]2[CH:20]=[C:21]3[C:25](=[CH:26][CH:27]=2)[NH:24][C:23]([C:28]([OH:30])=[O:29])=[CH:22]3)[N:9]=1, predict the reactants needed to synthesize it. (7) Given the product [CH:11]([N:1]1[CH2:9][CH2:8][CH:4]([C:5]([NH2:7])=[O:6])[CH2:3][CH2:2]1)([CH3:13])[CH3:12], predict the reactants needed to synthesize it. The reactants are: [NH:1]1[CH2:9][CH2:8][CH:4]([C:5]([NH2:7])=[O:6])[CH2:3][CH2:2]1.I[CH:11]([CH3:13])[CH3:12].C(=O)([O-])[O-].[K+].[K+].